The task is: Predict the reactants needed to synthesize the given product.. This data is from Full USPTO retrosynthesis dataset with 1.9M reactions from patents (1976-2016). (1) Given the product [CH2:29]([O:28][C:26]([N:20]1[CH2:21][CH2:22][N:23]([S:16]([C:14]2[S:15][C:11]([C:5]3[CH:4]=[C:3]([CH2:1][CH3:2])[C:8](=[O:9])[NH:7][C:6]=3[CH3:10])=[CH:12][CH:13]=2)(=[O:18])=[O:17])[CH2:24][CH2:25]1)=[O:27])[CH3:30], predict the reactants needed to synthesize it. The reactants are: [CH2:1]([C:3]1[C:8](=[O:9])[NH:7][C:6]([CH3:10])=[C:5]([C:11]2[S:15][C:14]([S:16](Cl)(=[O:18])=[O:17])=[CH:13][CH:12]=2)[CH:4]=1)[CH3:2].[N:20]1([C:26]([O:28][CH2:29][CH3:30])=[O:27])[CH2:25][CH2:24][NH:23][CH2:22][CH2:21]1. (2) The reactants are: [F:1][C:2]1[CH:7]=[CH:6][C:5]([CH2:8][CH:9]([NH2:13])[CH:10]([CH3:12])[CH3:11])=[CH:4][C:3]=1[O:14][CH2:15][CH2:16][O:17][CH3:18].[CH:19](O)=[O:20]. Given the product [F:1][C:2]1[CH:7]=[CH:6][C:5]([CH2:8][CH:9]([NH:13][CH:19]=[O:20])[CH:10]([CH3:11])[CH3:12])=[CH:4][C:3]=1[O:14][CH2:15][CH2:16][O:17][CH3:18], predict the reactants needed to synthesize it. (3) Given the product [CH3:42][O:41][CH2:40][CH2:39][CH2:38][N:35]1[C:36]2[C:31](=[CH:30][CH:29]=[C:28]([CH2:27][O:26][CH:14]3[CH:13]([C:10]4[CH:11]=[CH:12][C:7]([O:6][CH2:5][CH2:4][CH2:3][CH2:2][NH:1][C:45]5[C:50]([O:51][CH3:52])=[CH:49][N:48]=[CH:47][N:46]=5)=[CH:8][CH:9]=4)[CH2:18][CH2:17][N:16]([C:19]([O:21][C:22]([CH3:23])([CH3:25])[CH3:24])=[O:20])[CH2:15]3)[CH:37]=2)[CH2:32][CH2:33][C:34]1=[O:43], predict the reactants needed to synthesize it. The reactants are: [NH2:1][CH2:2][CH2:3][CH2:4][CH2:5][O:6][C:7]1[CH:12]=[CH:11][C:10]([CH:13]2[CH2:18][CH2:17][N:16]([C:19]([O:21][C:22]([CH3:25])([CH3:24])[CH3:23])=[O:20])[CH2:15][CH:14]2[O:26][CH2:27][C:28]2[CH:37]=[C:36]3[C:31]([CH2:32][CH2:33][C:34](=[O:43])[N:35]3[CH2:38][CH2:39][CH2:40][O:41][CH3:42])=[CH:30][CH:29]=2)=[CH:9][CH:8]=1.Cl[C:45]1[C:50]([O:51][CH3:52])=[CH:49][N:48]=[CH:47][N:46]=1.CC(C)([O-])C.[Na+]. (4) The reactants are: OC[CH2:3][N:4]([CH2:40][CH2:41][OH:42])[C:5]([C:7]1[N:16]2[C:10]([CH2:11][N:12]([C:21]([C:23]3[CH:28]=[CH:27][C:26]([C:29]4[CH:34]=[CH:33][CH:32]=[CH:31][C:30]=4[C:35]([F:38])([F:37])[F:36])=[C:25]([CH3:39])[CH:24]=3)=[O:22])[C:13]3[CH:20]=[CH:19][CH:18]=[CH:17][C:14]=3[CH2:15]2)=[CH:9][CH:8]=1)=[O:6].CNCC(O)[CH2:47][OH:48].ON1C2C=CC=CC=2N=N1.Cl.CN(C)CCCN=C=NCC.C(N(CC)C(C)C)(C)C. Given the product [OH:42][CH:41]([CH2:47][OH:48])[CH2:40][N:4]([CH3:3])[C:5]([C:7]1[N:16]2[C:10]([CH2:11][N:12]([C:21]([C:23]3[CH:28]=[CH:27][C:26]([C:29]4[CH:34]=[CH:33][CH:32]=[CH:31][C:30]=4[C:35]([F:37])([F:36])[F:38])=[C:25]([CH3:39])[CH:24]=3)=[O:22])[C:13]3[CH:20]=[CH:19][CH:18]=[CH:17][C:14]=3[CH2:15]2)=[CH:9][CH:8]=1)=[O:6], predict the reactants needed to synthesize it. (5) Given the product [CH:1]1[C:13]2[CH:12]([CH2:14][O:15][C:16]([NH:18][C@@H:19]([CH:60]([CH3:62])[CH3:61])[C:20]([NH:22][C@@H:23]([CH2:53][CH2:54][CH2:55][NH:56][C:57]([NH2:59])=[O:58])[C:24]([NH:26][C:27]3[CH:28]=[CH:29][C:30]([CH2:31][O:32][C:33]([N:35]([CH3:50])[C@H:36]([CH:47]([CH3:48])[CH3:49])[C:37]([OH:39])=[O:38])=[O:34])=[CH:51][CH:52]=3)=[O:25])=[O:21])=[O:17])[C:11]3[C:6](=[CH:7][CH:8]=[CH:9][CH:10]=3)[C:5]=2[CH:4]=[CH:3][CH:2]=1, predict the reactants needed to synthesize it. The reactants are: [CH:1]1[C:13]2[CH:12]([CH2:14][O:15][C:16]([NH:18][C@@H:19]([CH:60]([CH3:62])[CH3:61])[C:20]([NH:22][C@@H:23]([CH2:53][CH2:54][CH2:55][NH:56][C:57]([NH2:59])=[O:58])[C:24]([NH:26][C:27]3[CH:52]=[CH:51][C:30]([CH2:31][O:32][C:33]([N:35]([CH3:50])[C@H:36]([CH:47]([CH3:49])[CH3:48])[C:37]([O:39]CC4C=CC=CC=4)=[O:38])=[O:34])=[CH:29][CH:28]=3)=[O:25])=[O:21])=[O:17])[C:11]3[C:6](=[CH:7][CH:8]=[CH:9][CH:10]=3)[C:5]=2[CH:4]=[CH:3][CH:2]=1.C([SiH](CC)CC)C. (6) Given the product [Br:17][CH2:16][C:15]([C:11]1[CH:10]=[C:9]([C:8]2[CH2:7][C:6](=[O:23])[NH:41][C:32]3[CH:33]=[C:34]([Cl:40])[C:35]([N:37]([CH3:38])[CH3:39])=[CH:36][C:31]=3[N:30]=2)[CH:14]=[CH:13][CH:12]=1)=[O:20], predict the reactants needed to synthesize it. The reactants are: C(O[C:6](=[O:23])[CH2:7][C:8](=O)[C:9]1[CH:14]=[CH:13][CH:12]=[C:11]([C:15]([O:20]C)(OC)[CH2:16][Br:17])[CH:10]=1)(C)(C)C.C(OC(=O)[NH:30][C:31]1[CH:36]=[C:35]([N:37]([CH3:39])[CH3:38])[C:34]([Cl:40])=[CH:33][C:32]=1[NH2:41])(C)(C)C.